This data is from Forward reaction prediction with 1.9M reactions from USPTO patents (1976-2016). The task is: Predict the product of the given reaction. (1) Given the reactants F[C:2]1[CH:7]=[CH:6][C:5]([N+:8]([O-])=O)=[CH:4][CH:3]=1.[F:11][C:12]([F:19])([F:18])[CH:13]([OH:17])[CH2:14][O:15][CH3:16], predict the reaction product. The product is: [F:11][C:12]([F:19])([F:18])[CH:13]([CH2:14][O:15][CH3:16])[O:17][C:2]1[CH:7]=[CH:6][C:5]([NH2:8])=[CH:4][CH:3]=1. (2) Given the reactants [CH3:1][O:2][C:3](=[O:37])[C:4]1[CH:9]=[CH:8][C:7]([CH2:10][CH:11]([C:19](=[O:36])[N:20]([C:27]2[O:35][C:31]3=[CH:32][CH:33]=[CH:34][C:30]3=[CH:29][CH:28]=2)[C:21]2[CH:26]=[CH:25][CH:24]=[CH:23][CH:22]=2)[C:12]2[CH:17]=[CH:16][C:15](Br)=[CH:14][CH:13]=2)=[CH:6][CH:5]=1.[CH:38]1[CH2:43][CH2:42][CH2:41][CH2:40][C:39]=1B(O)O.C([O-])([O-])=O.[Na+].[Na+], predict the reaction product. The product is: [CH3:1][O:2][C:3](=[O:37])[C:4]1[CH:9]=[CH:8][C:7]([CH2:10][CH:11]([C:19](=[O:36])[N:20]([C:27]2[O:35][C:31]3=[CH:32][CH:33]=[CH:34][C:30]3=[CH:29][CH:28]=2)[C:21]2[CH:26]=[CH:25][CH:24]=[CH:23][CH:22]=2)[C:12]2[CH:17]=[CH:16][C:15]([C:38]3[CH2:43][CH2:42][CH2:41][CH2:40][CH:39]=3)=[CH:14][CH:13]=2)=[CH:6][CH:5]=1. (3) Given the reactants C([O:3][C:4]([CH:6]1[CH2:11][CH2:10][CH:9]([O:12][C:13]2[C:18]([F:19])=[CH:17][CH:16]=[CH:15][C:14]=2[F:20])[CH2:8][CH2:7]1)=O)C.[H-].[Al+3].[Li+].[H-].[H-].[H-], predict the reaction product. The product is: [F:19][C:18]1[CH:17]=[CH:16][CH:15]=[C:14]([F:20])[C:13]=1[O:12][CH:9]1[CH2:10][CH2:11][CH:6]([CH2:4][OH:3])[CH2:7][CH2:8]1. (4) Given the reactants [CH3:1][O:2][C:3]1[CH:8]=[CH:7][C:6]2=[N:9][C:10]([C:12]3[CH:13]=[CH:14][C:15]([CH3:19])=[C:16]([CH:18]=3)[NH2:17])=[CH:11][N:5]2[N:4]=1.C([O-])([O-])=O.[K+].[K+].[F:26][C:27]1[CH:34]=[CH:33][C:30]([CH2:31]Br)=[CH:29][CH:28]=1, predict the reaction product. The product is: [F:26][C:27]1[CH:34]=[CH:33][C:30]([CH2:31][NH:17][C:16]2[CH:18]=[C:12]([C:10]3[N:9]=[C:6]4[CH:7]=[CH:8][C:3]([O:2][CH3:1])=[N:4][N:5]4[CH:11]=3)[CH:13]=[CH:14][C:15]=2[CH3:19])=[CH:29][CH:28]=1.